Dataset: Reaction yield outcomes from USPTO patents with 853,638 reactions. Task: Predict the reaction yield, written as a fraction of the theoretical maximum amount of product (1.0 means a 100% yield; for example, 0.34 means a 34% yield). The reactants are C[O:2][C:3](=[O:13])[CH2:4][CH2:5][N:6]([CH3:12])[CH2:7][CH2:8][CH2:9][CH2:10][CH3:11].[ClH:14]. The catalyst is O. The product is [ClH:14].[CH3:12][N:6]([CH2:7][CH2:8][CH2:9][CH2:10][CH3:11])[CH2:5][CH2:4][C:3]([OH:13])=[O:2]. The yield is 0.827.